From a dataset of Forward reaction prediction with 1.9M reactions from USPTO patents (1976-2016). Predict the product of the given reaction. (1) Given the reactants [Cl:1][CH2:2][CH2:3][CH2:4][CH:5]1[S:10][C:9]2[CH:11]=[CH:12][CH:13]=[CH:14][C:8]=2[NH:7][S:6]1(=[O:16])=[O:15].[C:17]1([CH3:26])[CH:22]=[CH:21][CH:20]=[C:19](B(O)O)[CH:18]=1, predict the reaction product. The product is: [Cl:1][CH2:2][CH2:3][CH2:4][CH:5]1[S:10][C:9]2[CH:11]=[CH:12][CH:13]=[CH:14][C:8]=2[N:7]([C:19]2[CH:20]=[CH:21][CH:22]=[C:17]([CH3:26])[CH:18]=2)[S:6]1(=[O:15])=[O:16]. (2) Given the reactants [CH2:1]([O:3][C:4]([C:6]1[CH:11]=[CH:10][C:9](B(O)O)=[CH:8][C:7]=1[O:15][CH3:16])=[O:5])[CH3:2].[NH:17]1[CH:21]=[CH:20][CH:19]=[N:18]1.N1C=CC=CC=1, predict the reaction product. The product is: [CH3:16][O:15][C:7]1[CH:8]=[C:9]([N:17]2[CH:21]=[CH:20][CH:19]=[N:18]2)[CH:10]=[CH:11][C:6]=1[C:4]([O:3][CH2:1][CH3:2])=[O:5]. (3) Given the reactants [C:1]1([C:7]2[C:8]([C:12]#[N:13])=[CH:9][NH:10][CH:11]=2)[CH:6]=[CH:5][CH:4]=[CH:3][CH:2]=1.[F:14][B-](F)(F)F.F[B-](F)(F)F.ClC[N+]12CC[N+](F)(CC1)CC2, predict the reaction product. The product is: [F:14][C:11]1[NH:10][CH:9]=[C:8]([C:12]#[N:13])[C:7]=1[C:1]1[CH:2]=[CH:3][CH:4]=[CH:5][CH:6]=1.